Dataset: Peptide-MHC class II binding affinity with 134,281 pairs from IEDB. Task: Regression. Given a peptide amino acid sequence and an MHC pseudo amino acid sequence, predict their binding affinity value. This is MHC class II binding data. (1) The peptide sequence is NTNYTQVPNKDGDAD. The MHC is DRB1_1101 with pseudo-sequence DRB1_1101. The binding affinity (normalized) is 0.340. (2) The peptide sequence is AFSPEVIPMFSALSEGA. The binding affinity (normalized) is 0.554. The MHC is HLA-DQA10301-DQB10302 with pseudo-sequence HLA-DQA10301-DQB10302. (3) The peptide sequence is GILHNLSDLYALITE. The MHC is DRB1_1101 with pseudo-sequence DRB1_1101. The binding affinity (normalized) is 0.494. (4) The peptide sequence is TKDTNDNNLYKLHGG. The MHC is DRB1_0401 with pseudo-sequence DRB1_0401. The binding affinity (normalized) is 0. (5) The peptide sequence is AAAWAGTTVYGAFAA. The MHC is HLA-DQA10102-DQB10602 with pseudo-sequence HLA-DQA10102-DQB10602. The binding affinity (normalized) is 0.745. (6) The peptide sequence is ESYKFIPALEAAVKQAYAAT. The MHC is DRB1_1001 with pseudo-sequence DRB1_1001. The binding affinity (normalized) is 0.802. (7) The peptide sequence is MSLFEVDQTKIQYVI. The MHC is DRB1_0401 with pseudo-sequence DRB1_0401. The binding affinity (normalized) is 0.511. (8) The peptide sequence is DEELLKAVRIIKILYQSNP. The MHC is DRB1_1001 with pseudo-sequence DRB1_1001. The binding affinity (normalized) is 0.874.